Dataset: Catalyst prediction with 721,799 reactions and 888 catalyst types from USPTO. Task: Predict which catalyst facilitates the given reaction. (1) Product: [NH2:24][C:21]([CH3:23])([CH3:22])[CH2:20][NH:19][C:12](=[O:14])[C:11]1[CH:10]=[CH:9][C:8]([O:7][C:6]2[CH:5]=[CH:4][C:3]([C:1]#[N:2])=[CH:18][CH:17]=2)=[CH:16][CH:15]=1. Reactant: [C:1]([C:3]1[CH:18]=[CH:17][C:6]([O:7][C:8]2[CH:16]=[CH:15][C:11]([C:12]([OH:14])=O)=[CH:10][CH:9]=2)=[CH:5][CH:4]=1)#[N:2].[NH2:19][CH2:20][C:21]([NH2:24])([CH3:23])[CH3:22]. The catalyst class is: 1. (2) Reactant: Br[C:2]1[CH:6]=[CH:5][O:4][C:3]=1[CH:7]1[O:11][CH2:10][CH2:9][O:8]1.C([Li])(C)(C)C.CN([CH:20]=[O:21])C.O.O.C(O)(=O)C(O)=O. Product: [O:8]1[CH2:9][CH2:10][O:11][CH:7]1[C:3]1[O:4][CH:5]=[CH:6][C:2]=1[CH:20]=[O:21]. The catalyst class is: 316. (3) Reactant: Cl[C:2]1[CH:11]=[CH:10][N:9]=[C:8]2[C:3]=1[C:4]1[CH:16]=[CH:15][CH:14]=[CH:13][C:5]=1[C:6](=[O:12])[NH:7]2.[C:17]([C:19]1[CH:24]=[CH:23][C:22]([O:25][CH3:26])=[CH:21][CH:20]=1)#[CH:18]. Product: [CH3:26][O:25][C:22]1[CH:23]=[CH:24][C:19]([C:17]#[C:18][C:2]2[CH:11]=[CH:10][N:9]=[C:8]3[C:3]=2[C:4]2[CH:16]=[CH:15][CH:14]=[CH:13][C:5]=2[C:6](=[O:12])[NH:7]3)=[CH:20][CH:21]=1. The catalyst class is: 161. (4) Reactant: [Cl:1][C:2]1[CH:3]=[CH:4][C:5]([CH:8](C#N)[C:9]2[CH:14]=[CH:13][C:12]([F:15])=[CH:11][CH:10]=2)=[N:6][CH:7]=1.C(=O)([O-])[O-:19].[K+].[K+].O. Product: [Cl:1][C:2]1[CH:3]=[CH:4][C:5]([C:8](=[O:19])[C:9]2[CH:14]=[CH:13][C:12]([F:15])=[CH:11][CH:10]=2)=[N:6][CH:7]=1. The catalyst class is: 58. (5) Reactant: C[O:2][C:3](=[O:38])[C@H:4]([N:8]1[CH2:16][C:15]2[C:10](=[CH:11][C:12]([C:17]3[CH:22]=[CH:21][C:20]([NH:23][C:24]([NH:26][C:27]4[CH:32]=[CH:31][CH:30]=[C:29]([C:33]([F:36])([F:35])[F:34])[CH:28]=4)=[O:25])=[CH:19][CH:18]=3)=[CH:13][CH:14]=2)[C:9]1=[O:37])[CH:5]([CH3:7])[CH3:6].CO.[Li+].[OH-].Cl. Product: [CH3:6][CH:5]([CH3:7])[C@@H:4]([N:8]1[CH2:16][C:15]2[C:10](=[CH:11][C:12]([C:17]3[CH:22]=[CH:21][C:20]([NH:23][C:24]([NH:26][C:27]4[CH:32]=[CH:31][CH:30]=[C:29]([C:33]([F:36])([F:34])[F:35])[CH:28]=4)=[O:25])=[CH:19][CH:18]=3)=[CH:13][CH:14]=2)[C:9]1=[O:37])[C:3]([OH:38])=[O:2]. The catalyst class is: 20. (6) The catalyst class is: 12. Product: [O:50]=[S:2]1(=[O:1])[CH2:3][CH2:4][N:5]([CH2:8][CH2:9][NH:10][C@:11]23[CH2:46][CH2:45][C@@H:44]([NH:53][C:56]([O:76][CH3:75])=[O:79])[C@@H:12]2[C@@H:13]2[C@@:26]([CH3:29])([CH2:27][CH2:28]3)[C@@:25]3([CH3:30])[C@@H:16]([C@:17]4([CH3:43])[C@@H:22]([CH2:23][CH2:24]3)[C:21]([CH3:31])([CH3:32])[C:20]([C:33]3[CH:34]=[CH:35][C:36]([C:39]([O:41][CH3:42])=[O:40])=[CH:37][CH:38]=3)=[CH:19][CH2:18]4)[CH2:15][CH2:14]2)[CH2:6][CH2:7]1. Reactant: [O:1]=[S:2]1(=[O:50])[CH2:7][CH2:6][N:5]([CH2:8][CH2:9][NH:10][C@:11]23[CH2:46][CH2:45][C@@H:44](C(O)=O)[C@@H:12]2[C@@H:13]2[C@@:26]([CH3:29])([CH2:27][CH2:28]3)[C@@:25]3([CH3:30])[C@@H:16]([C@:17]4([CH3:43])[C@@H:22]([CH2:23][CH2:24]3)[C:21]([CH3:32])([CH3:31])[C:20]([C:33]3[CH:38]=[CH:37][C:36]([C:39]([O:41][CH3:42])=[O:40])=[CH:35][CH:34]=3)=[CH:19][CH2:18]4)[CH2:15][CH2:14]2)[CH2:4][CH2:3]1.C([N:53]([CH2:56]C)CC)C.C1(P(N=[N+]=[N-])(C2C=CC=CC=2)=O)C=CC=CC=1.[CH3:75][O-:76].[Na+].C[OH:79]. (7) Reactant: [Br:1][C:2]1[CH:7]=[CH:6][C:5]([C:8](=[N:22][O:23][CH2:24][CH3:25])[CH:9]2[CH2:14][CH2:13][N:12]([C:15]3([CH3:21])[CH2:20][CH2:19][NH:18][CH2:17][CH2:16]3)[CH2:11][CH2:10]2)=[CH:4][CH:3]=1.[CH3:26][C:27]1[CH:28]=[C:29]2[C:34](=[CH:35][CH:36]=1)[N:33]=[CH:32][CH:31]=[C:30]2[C:37](O)=[O:38].CCN(CC)CC.CN(C(ON1N=NC2C=CC=NC1=2)=[N+](C)C)C.F[P-](F)(F)(F)(F)F. Product: [Br:1][C:2]1[CH:7]=[CH:6][C:5]([C:8](=[N:22][O:23][CH2:24][CH3:25])[CH:9]2[CH2:10][CH2:11][N:12]([C:15]3([CH3:21])[CH2:20][CH2:19][N:18]([C:37]([C:30]4[C:29]5[C:34](=[CH:35][CH:36]=[C:27]([CH3:26])[CH:28]=5)[N:33]=[CH:32][CH:31]=4)=[O:38])[CH2:17][CH2:16]3)[CH2:13][CH2:14]2)=[CH:4][CH:3]=1. The catalyst class is: 3.